Task: Predict which catalyst facilitates the given reaction.. Dataset: Catalyst prediction with 721,799 reactions and 888 catalyst types from USPTO (1) The catalyst class is: 1. Reactant: [H-].[H-].[H-].[H-].[Li+].[Al+3].C[O:8][C:9]([C:11]1[CH:12]=[C:13]2[C:17](=[CH:18][CH:19]=1)[N:16]([S:20]([C:23]1[CH:28]=[CH:27][CH:26]=[CH:25][CH:24]=1)(=[O:22])=[O:21])[CH2:15][CH2:14]2)=O. Product: [C:23]1([S:20]([N:16]2[C:17]3[C:13](=[CH:12][C:11]([CH2:9][OH:8])=[CH:19][CH:18]=3)[CH2:14][CH2:15]2)(=[O:21])=[O:22])[CH:24]=[CH:25][CH:26]=[CH:27][CH:28]=1. (2) Reactant: [NH2:1][C@H:2]([CH3:7])[CH2:3][C:4](O)=[O:5].B.[CH2:9]1[CH2:13][O:12][CH2:11][CH2:10]1.C[OH:15].[CH3:16][C:17]1[CH:18]=[CH:19][C:20]([N:26]2[N:30]=[CH:29][CH:28]=[N:27]2)=[C:21]([CH:25]=1)[C:22]([OH:24])=O. Product: [CH3:7][C@H:2]1[CH2:3][CH2:4][O:5][C@@H:10]([C:11]([O:12][CH2:13][CH3:9])=[O:15])[N:1]1[C:22](=[O:24])[C:21]1[CH:25]=[C:17]([CH3:16])[CH:18]=[CH:19][C:20]=1[N:26]1[N:30]=[CH:29][CH:28]=[N:27]1. The catalyst class is: 1. (3) Reactant: [Cl-].[Al+3].[Cl-].[Cl-].C1(OC)C=CC=CC=1.[CH:13]1[C:22]2[C:16]([CH:17]=[CH:18][CH:19]=[CH:20][CH:21]=2)=[CH:15][C:14]=1[CH2:23][C:24]1[CH:25]=[CH:26][C:27]([O:69]CC2C=CC=CC=2)=[C:28]([C@@H:30]2[O:59][C@H:58]([CH2:60][O:61]CC3C=CC=CC=3)[C@@H:49]([O:50]CC3C=CC=CC=3)[C@H:40]([O:41]CC3C=CC=CC=3)[C@H:31]2[O:32]CC2C=CC=CC=2)[CH:29]=1.O. Product: [CH:13]1[C:22]2[C:16]([CH:17]=[CH:18][CH:19]=[CH:20][CH:21]=2)=[CH:15][C:14]=1[CH2:23][C:24]1[CH:25]=[CH:26][C:27]([OH:69])=[C:28]([C@@H:30]2[O:59][C@H:58]([CH2:60][OH:61])[C@@H:49]([OH:50])[C@H:40]([OH:41])[C@H:31]2[OH:32])[CH:29]=1. The catalyst class is: 2. (4) Reactant: Cl.[NH:2]1[CH2:6][C:5](=[O:7])[NH:4][CH2:3]1.Br[C:9]1[N:14]=[CH:13][CH:12]=[CH:11][N:10]=1.C(=O)([O-])[O-].[K+].[K+]. Product: [N:10]1[CH:11]=[CH:12][CH:13]=[N:14][C:9]=1[N:2]1[CH2:6][C:5](=[O:7])[NH:4][CH2:3]1. The catalyst class is: 12.